From a dataset of Reaction yield outcomes from USPTO patents with 853,638 reactions. Predict the reaction yield, written as a fraction of the theoretical maximum amount of product (1.0 means a 100% yield; for example, 0.34 means a 34% yield). (1) The reactants are [CH2:1]([S:8][C:9]1[C:18]([N+:19]([O-])=O)=[CH:17][CH:16]=[CH:15][C:10]=1[C:11]([O:13][CH3:14])=[O:12])[C:2]1[CH:7]=[CH:6][CH:5]=[CH:4][CH:3]=1. The catalyst is [Ni].C(OCC)(=O)C. The product is [NH2:19][C:18]1[C:9]([S:8][CH2:1][C:2]2[CH:7]=[CH:6][CH:5]=[CH:4][CH:3]=2)=[C:10]([CH:15]=[CH:16][CH:17]=1)[C:11]([O:13][CH3:14])=[O:12]. The yield is 0.960. (2) The reactants are [F:1][C:2]1[CH:34]=[CH:33][C:5]([CH2:6][NH:7][C:8]([C:10]2[N:15]=[C:14]([CH3:16])[N:13]=[C:12]([C:17]3[CH2:21][CH:20]([C:22]4[CH:23]=[CH:24][C:25](=[O:32])[N:26]([CH2:28][C:29]([OH:31])=O)[CH:27]=4)[O:19][N:18]=3)[CH:11]=2)=[O:9])=[CH:4][C:3]=1[O:35][CH3:36].[CH:37]1([NH2:40])[CH2:39][CH2:38]1.CCN=C=NCCCN(C)C.Cl.C1C=CC2N(O)N=NC=2C=1.CCN(C(C)C)C(C)C. The catalyst is CN(C=O)C. The product is [CH:37]1([NH:40][C:29](=[O:31])[CH2:28][N:26]2[C:25](=[O:32])[CH:24]=[CH:23][C:22]([CH:20]3[O:19][N:18]=[C:17]([C:12]4[N:13]=[C:14]([CH3:16])[N:15]=[C:10]([C:8]([NH:7][CH2:6][C:5]5[CH:33]=[CH:34][C:2]([F:1])=[C:3]([O:35][CH3:36])[CH:4]=5)=[O:9])[CH:11]=4)[CH2:21]3)=[CH:27]2)[CH2:39][CH2:38]1. The yield is 0.0973. (3) The reactants are C(OC([N:8]1[CH2:11][CH:10]([O:12][C:13]2[CH:18]=[CH:17][C:16]([NH:19][C:20]([C:22]3[S:26][C:25]([C:27]4[CH:32]=[CH:31][C:30]([Cl:33])=[CH:29][CH:28]=4)=[N:24][C:23]=3[CH2:34][CH:35](OC)OC)=[O:21])=[CH:15][C:14]=2[O:40][CH3:41])[CH2:9]1)=O)(C)(C)C.O.C1(C)C=CC(S(O)(=O)=O)=CC=1.[OH-].[Na+]. The catalyst is C1(C)C=CC=CC=1. The product is [NH:8]1[CH2:11][CH:10]([O:12][C:13]2[CH:18]=[CH:17][C:16]([N:19]3[CH:35]=[CH:34][C:23]4[N:24]=[C:25]([C:27]5[CH:32]=[CH:31][C:30]([Cl:33])=[CH:29][CH:28]=5)[S:26][C:22]=4[C:20]3=[O:21])=[CH:15][C:14]=2[O:40][CH3:41])[CH2:9]1. The yield is 0.850. (4) The reactants are [F:1][C:2]([F:7])([F:6])[C:3]([OH:5])=[O:4].[OH:8][C@H:9]1[C@H:15]2[CH2:16][N:11]([C:12]3[CH:29]=[CH:28][C:27]([C:30]4[CH:35]=[CH:34][CH:33]=[C:32]([C:36]([F:39])([F:38])[F:37])[CH:31]=4)=[N:26][C:13]=3[N:14]2[C:17]([NH:19][C:20]2[CH:25]=[CH:24][CH:23]=[CH:22][N:21]=2)=[O:18])[CH2:10]1.CC(OI1(OC(C)=O)(OC(C)=O)OC(=O)C2C1=CC=CC=2)=O.C([O-])(O)=O.[Na+]. The yield is 0.670. The product is [F:1][C:2]([F:7])([F:6])[C:3]([OH:5])=[O:4].[O:8]=[C:9]1[C@H:15]2[CH2:16][N:11]([C:12]3[CH:29]=[CH:28][C:27]([C:30]4[CH:35]=[CH:34][CH:33]=[C:32]([C:36]([F:39])([F:38])[F:37])[CH:31]=4)=[N:26][C:13]=3[N:14]2[C:17]([NH:19][C:20]2[CH:25]=[CH:24][CH:23]=[CH:22][N:21]=2)=[O:18])[CH2:10]1. The catalyst is C(Cl)Cl. (5) The reactants are C(NC(C)C)(C)C.C([Li])CCC.[S:13]1[CH:17]=[CH:16][CH:15]=[N:14]1.[CH2:18]([N:21]([CH2:29][C:30](N(OC)C)=[O:31])[C:22](=[O:28])[O:23][C:24]([CH3:27])([CH3:26])[CH3:25])[CH:19]=[CH2:20].[Cl-].[NH4+]. The catalyst is O1CCCC1.C(OCC)(=O)C. The product is [CH2:18]([N:21]([CH2:29][C:30]([C:17]1[S:13][N:14]=[CH:15][CH:16]=1)=[O:31])[C:22](=[O:28])[O:23][C:24]([CH3:25])([CH3:26])[CH3:27])[CH:19]=[CH2:20]. The yield is 0.860. (6) The reactants are C1C=CC2N(O)N=NC=2C=1.C(Cl)CCl.[F:15][C:16]1[CH:53]=[CH:52][C:19]([O:20][C:21]2[CH:26]=[CH:25][C:24]([S:27]([N:30]3[CH2:39][CH2:38][C:37]4[C:32](=[CH:33][CH:34]=[C:35]([O:40][CH2:41][CH2:42][N:43]5[CH2:48][CH2:47][O:46][CH2:45][CH2:44]5)[CH:36]=4)[CH:31]3[C:49](O)=[O:50])(=[O:29])=[O:28])=[CH:23][CH:22]=2)=[CH:18][CH:17]=1.[O:54]1[CH2:59][CH2:58][CH2:57][CH2:56][CH:55]1[O:60][NH2:61]. The catalyst is CN(C=O)C. The product is [O:54]1[CH2:59][CH2:58][CH2:57][CH2:56][CH:55]1[O:60][NH:61][C:49]([CH:31]1[C:32]2[C:37](=[CH:36][C:35]([O:40][CH2:41][CH2:42][N:43]3[CH2:44][CH2:45][O:46][CH2:47][CH2:48]3)=[CH:34][CH:33]=2)[CH2:38][CH2:39][N:30]1[S:27]([C:24]1[CH:25]=[CH:26][C:21]([O:20][C:19]2[CH:18]=[CH:17][C:16]([F:15])=[CH:53][CH:52]=2)=[CH:22][CH:23]=1)(=[O:28])=[O:29])=[O:50]. The yield is 0.800. (7) The reactants are [C:1]([C:3]1[CH:4]=[C:5]2[C:10](=[CH:11][C:12]=1[O:13][C:14]1[CH:22]=[CH:21][C:17]([C:18](O)=[O:19])=[CH:16][CH:15]=1)[O:9][CH2:8][CH2:7][CH:6]2[C:23]([O:25][CH3:26])=[O:24])#[N:2].C(Cl)(=O)C(Cl)=O.[F:33][C:34]([F:43])([F:42])[C:35]1[CH:36]=[C:37]([CH:39]=[CH:40][CH:41]=1)[NH2:38].C(N(CC)CC)C. The catalyst is ClCCl.CN(C)C=O.C(OCC)(=O)C. The product is [C:1]([C:3]1[CH:4]=[C:5]2[C:10](=[CH:11][C:12]=1[O:13][C:14]1[CH:15]=[CH:16][C:17]([C:18](=[O:19])[NH:38][C:37]3[CH:39]=[CH:40][CH:41]=[C:35]([C:34]([F:33])([F:42])[F:43])[CH:36]=3)=[CH:21][CH:22]=1)[O:9][CH2:8][CH2:7][CH:6]2[C:23]([O:25][CH3:26])=[O:24])#[N:2]. The yield is 0.270. (8) The reactants are [Br:1][C:2]1[C:3]([CH3:9])=[N:4][C:5](I)=[CH:6][CH:7]=1.[C:10](#[N:12])C.[Cu](C#N)C#N.[C-]#N.[Na+]. The catalyst is [OH-].[NH4+]. The product is [Br:1][C:2]1[CH:7]=[CH:6][C:5]([C:10]#[N:12])=[N:4][C:3]=1[CH3:9]. The yield is 0.920.